This data is from Full USPTO retrosynthesis dataset with 1.9M reactions from patents (1976-2016). The task is: Predict the reactants needed to synthesize the given product. Given the product [CH2:33]([O:35][P:36]([CH2:41][N:21]([C:17]1[CH:18]=[CH:19][C:20]2[C:15](=[CH:14][CH:13]=[CH:12][C:11]=2[C:9]([NH:8][CH2:1][C:2]2[CH:3]=[CH:4][CH:5]=[CH:6][CH:7]=2)=[O:10])[CH:16]=1)[S:22]([C:25]1[CH:26]=[C:27]([Cl:32])[CH:28]=[C:29]([Cl:31])[CH:30]=1)(=[O:24])=[O:23])(=[O:37])[O:38][CH2:39][CH3:40])[CH3:34], predict the reactants needed to synthesize it. The reactants are: [CH2:1]([NH:8][C:9]([C:11]1[C:20]2[C:15](=[CH:16][C:17]([NH:21][S:22]([C:25]3[CH:30]=[C:29]([Cl:31])[CH:28]=[C:27]([Cl:32])[CH:26]=3)(=[O:24])=[O:23])=[CH:18][CH:19]=2)[CH:14]=[CH:13][CH:12]=1)=[O:10])[C:2]1[CH:7]=[CH:6][CH:5]=[CH:4][CH:3]=1.[CH2:33]([O:35][P:36]([CH2:41]OS(C(F)(F)F)(=O)=O)([O:38][CH2:39][CH3:40])=[O:37])[CH3:34].C(=O)([O-])[O-].[K+].[K+].C(OCC)(=O)C.